Task: Predict the reaction yield, written as a fraction of the theoretical maximum amount of product (1.0 means a 100% yield; for example, 0.34 means a 34% yield).. Dataset: Reaction yield outcomes from USPTO patents with 853,638 reactions (1) The reactants are O=C1C2C(=CC=CC=2)C(=O)[N:3]1[CH2:12][CH2:13][CH:14]([OH:28])[CH2:15][O:16][C:17]1[CH:24]=[C:23]([N+:25]([O-])=O)[CH:22]=[CH:21][C:18]=1[C:19]#[N:20].NN. The catalyst is CCO. The product is [NH2:25][C:23]1[CH:22]=[CH:21][C:18]([C:19]#[N:20])=[C:17]([O:16][CH2:15][CH:14]([OH:28])[CH2:13][CH2:12][NH2:3])[CH:24]=1. The yield is 0.591. (2) The catalyst is C(O)C. The yield is 0.770. The product is [Cl:27][C:21]1[CH:22]=[CH:23][C:24]([Cl:26])=[CH:25][C:20]=1[C:15]1[C:14]([NH:13][C:11]([C:10]2[CH:9]=[N:8][N:5]3[CH:6]=[CH:7][C:2]([NH2:28])=[N:3][C:4]=23)=[O:12])=[CH:18][N:17]([CH3:19])[N:16]=1. The reactants are Cl[C:2]1[CH:7]=[CH:6][N:5]2[N:8]=[CH:9][C:10]([C:11]([NH:13][C:14]3[C:15]([C:20]4[CH:25]=[C:24]([Cl:26])[CH:23]=[CH:22][C:21]=4[Cl:27])=[N:16][N:17]([CH3:19])[CH:18]=3)=[O:12])=[C:4]2[N:3]=1.[NH3:28]. (3) The reactants are Cl.[F:2][C:3]1([F:8])[CH2:7][CH2:6][NH:5][CH2:4]1.[C:9]([O:13][C:14]([N:16]1[CH2:19][C:18](=O)[CH2:17]1)=[O:15])([CH3:12])([CH3:11])[CH3:10].C(N(CC)CC)C.C(O[BH-](OC(=O)C)OC(=O)C)(=O)C.[Na+]. The catalyst is ClCCCl.C(Cl)Cl. The product is [C:9]([O:13][C:14]([N:16]1[CH2:19][CH:18]([N:5]2[CH2:6][CH2:7][C:3]([F:8])([F:2])[CH2:4]2)[CH2:17]1)=[O:15])([CH3:12])([CH3:10])[CH3:11]. The yield is 0.630. (4) The reactants are [F:1][C:2]1[C:3]([CH3:13])=[C:4]2[C:9](=[CH:10][CH:11]=1)[NH:8][C:7](=[O:12])[CH2:6][CH2:5]2.[H-].[Na+].Cl[CH2:17][CH2:18][CH2:19]I.[CH2:21]([CH:25]1[CH2:30][CH2:29][NH:28][CH2:27][CH2:26]1)[CH2:22][CH2:23][CH3:24].[Na+].[I-].C([O-])([O-])=O.[K+].[K+]. The catalyst is CN(C=O)C. The product is [CH2:21]([CH:25]1[CH2:30][CH2:29][N:28]([CH2:17][CH2:18][CH2:19][N:8]2[C:9]3[C:4](=[C:3]([CH3:13])[C:2]([F:1])=[CH:11][CH:10]=3)[CH2:5][CH2:6][C:7]2=[O:12])[CH2:27][CH2:26]1)[CH2:22][CH2:23][CH3:24]. The yield is 0.330. (5) The reactants are Cl[C:2]1[CH:3]=[CH:4][C:5]([SH:8])=[N:6][CH:7]=1.Cl([O-])(=O)(=O)=[O:10].[Na+].[ClH:15].[NH:16]1[CH2:19][CH2:18][CH2:17]1.C(N(CC)CC)C.[OH2:27]. The catalyst is C(Cl)Cl.Cl. The product is [N:16]1([S:8]([C:5]2[CH:4]=[CH:3][C:2]([Cl:15])=[CH:7][N:6]=2)(=[O:10])=[O:27])[CH2:19][CH2:18][CH2:17]1. The yield is 0.460. (6) The reactants are Cl[C:2]1[N:3]=[C:4]([N:24]2[CH2:29][CH2:28][O:27][CH2:26][CH2:25]2)[C:5]2[N:10]=[C:9]([CH2:11][N:12]3[CH2:15][CH:14]([N:16]4[CH2:21][CH2:20][S:19](=[O:23])(=[O:22])[CH2:18][CH2:17]4)[CH2:13]3)[S:8][C:6]=2[N:7]=1.[CH3:30][C:31]1[NH:32][C:33]2[CH:39]=[CH:38][CH:37]=[CH:36][C:34]=2[N:35]=1.CC(C1C=C(C(C)C)C(C2C=CC=CC=2P(C2CCCCC2)C2CCCCC2)=C(C(C)C)C=1)C.C([O-])([O-])=O.[Cs+].[Cs+]. The catalyst is O1CCOCC1.C1C=CC(/C=C/C(/C=C/C2C=CC=CC=2)=O)=CC=1.C1C=CC(/C=C/C(/C=C/C2C=CC=CC=2)=O)=CC=1.C1C=CC(/C=C/C(/C=C/C2C=CC=CC=2)=O)=CC=1.[Pd].[Pd]. The product is [CH3:30][C:31]1[N:35]([C:2]2[N:3]=[C:4]([N:24]3[CH2:25][CH2:26][O:27][CH2:28][CH2:29]3)[C:5]3[N:10]=[C:9]([CH2:11][N:12]4[CH2:13][CH:14]([N:16]5[CH2:17][CH2:18][S:19](=[O:22])(=[O:23])[CH2:20][CH2:21]5)[CH2:15]4)[S:8][C:6]=3[N:7]=2)[C:34]2[CH:36]=[CH:37][CH:38]=[CH:39][C:33]=2[N:32]=1. The yield is 0.400.